Dataset: Forward reaction prediction with 1.9M reactions from USPTO patents (1976-2016). Task: Predict the product of the given reaction. (1) Given the reactants [OH:1][CH:2]([C:22]1[C:30]([S:31]([CH3:34])(=[O:33])=[O:32])=[CH:29][C:28]([CH3:35])=[C:27]2[C:23]=1[CH:24]=[CH:25][N:26]2S(C1C=CC(C)=CC=1)(=O)=O)[C:3]1[N:7](COCC[Si](C)(C)C)[C:6]2[CH:16]=[C:17]([C:20]#[N:21])[CH:18]=[CH:19][C:5]=2[N:4]=1.OC(C1C(S(C)(=O)=O)=CC(C)=C2C=1C=CN2S(C1C=CC(C)=CC=1)(=O)=O)C1N(COCC[Si](C)(C)C)C2C=CC(C#N)=CC=2N=1.F[B-](F)(F)F.[Li+].CC#N.CCN(CCOC(C1(CCC(C)C)CCCCC1)=O)CC.[OH-].[K+], predict the reaction product. The product is: [OH:1][CH:2]([C:22]1[C:30]([S:31]([CH3:34])(=[O:33])=[O:32])=[CH:29][C:28]([CH3:35])=[C:27]2[C:23]=1[CH:24]=[CH:25][NH:26]2)[C:3]1[NH:4][C:5]2[CH:19]=[CH:18][C:17]([C:20]#[N:21])=[CH:16][C:6]=2[N:7]=1. (2) Given the reactants [C:1]([OH:10])(=[O:9])[C:2]1[C:3](=[CH:5][CH:6]=[CH:7][CH:8]=1)[OH:4].O=S(Cl)Cl.[CH3:15]O, predict the reaction product. The product is: [OH:4][C:3]1[CH:5]=[CH:6][CH:7]=[CH:8][C:2]=1[C:1]([O:10][CH3:15])=[O:9]. (3) Given the reactants [CH:1]1[C:10]2[C:5](=[CH:6][CH:7]=[CH:8][CH:9]=2)[CH:4]=[C:3]([C:11]([OH:13])=O)[N:2]=1.CN(C(ON1N=NC2C=CC=CC1=2)=[N+](C)C)C.F[P-](F)(F)(F)(F)F.CCN(C(C)C)C(C)C.[CH3:47][O:48][C:49]([C:51]1[C:59]2[N:58]=[C:57]([NH2:60])[NH:56][C:55]=2[CH:54]=[CH:53][C:52]=1[O:61][CH3:62])=[O:50], predict the reaction product. The product is: [CH3:47][O:48][C:49]([C:51]1[C:59]2[NH:58][C:57]([NH:60][C:11]([C:3]3[N:2]=[CH:1][C:10]4[C:5]([CH:4]=3)=[CH:6][CH:7]=[CH:8][CH:9]=4)=[O:13])=[N:56][C:55]=2[CH:54]=[CH:53][C:52]=1[O:61][CH3:62])=[O:50]. (4) Given the reactants I[C:2]1[C:7]([CH3:8])=[CH:6][C:5]([NH2:9])=[CH:4][C:3]=1[CH3:10].[C:11]1(B(O)O)[CH:16]=[CH:15][CH:14]=[CH:13][CH:12]=1.[OH-].[Na+], predict the reaction product. The product is: [CH3:10][C:3]1[CH:4]=[C:5]([CH:6]=[C:7]([CH3:8])[C:2]=1[C:11]1[CH:16]=[CH:15][CH:14]=[CH:13][CH:12]=1)[NH2:9].